Predict the reactants needed to synthesize the given product. From a dataset of Full USPTO retrosynthesis dataset with 1.9M reactions from patents (1976-2016). (1) Given the product [N:11]([CH2:2][CH2:3][O:4][CH2:5][CH2:6][O:7][CH2:8][CH2:9][OH:10])=[N+:12]=[N-:13], predict the reactants needed to synthesize it. The reactants are: Cl[CH2:2][CH2:3][O:4][CH2:5][CH2:6][O:7][CH2:8][CH2:9][OH:10].[N-:11]=[N+:12]=[N-:13].[Na+]. (2) The reactants are: [F:1][C:2]1[CH:7]=[C:6]([S:8][CH3:9])[CH:5]=[C:4]([F:10])[C:3]=1B1OC(C)(C)C(C)(C)O1.Br[C:21]1[N:26]=[C:25]([C:27]([O:29][CH3:30])=[O:28])[CH:24]=[CH:23][C:22]=1[F:31].CCN(C(C)C)C(C)C.O1CCOCC1. Given the product [F:10][C:4]1[CH:5]=[C:6]([S:8][CH3:9])[CH:7]=[C:2]([F:1])[C:3]=1[C:21]1[N:26]=[C:25]([C:27]([O:29][CH3:30])=[O:28])[CH:24]=[CH:23][C:22]=1[F:31], predict the reactants needed to synthesize it. (3) Given the product [F:27][C:4]1[CH:3]=[C:2]([C:33]2[CH:34]=[CH:35][C:30]([S:29][CH3:28])=[CH:31][CH:32]=2)[CH:7]=[CH:6][C:5]=1[CH2:8][N:9]1[C:14](=[O:15])[C:13]([C:16]([NH:18][CH2:19][C:20]([OH:22])=[O:21])=[O:17])=[C:12]([OH:23])[C:11]([CH:24]([CH3:26])[CH3:25])=[N:10]1, predict the reactants needed to synthesize it. The reactants are: Br[C:2]1[CH:7]=[CH:6][C:5]([CH2:8][N:9]2[C:14](=[O:15])[C:13]([C:16]([NH:18][CH2:19][C:20]([OH:22])=[O:21])=[O:17])=[C:12]([OH:23])[C:11]([CH:24]([CH3:26])[CH3:25])=[N:10]2)=[C:4]([F:27])[CH:3]=1.[CH3:28][S:29][C:30]1[CH:35]=[CH:34][C:33](B(O)O)=[CH:32][CH:31]=1.C(=O)([O-])[O-].[K+].[K+].Cl.